From a dataset of Catalyst prediction with 721,799 reactions and 888 catalyst types from USPTO. Predict which catalyst facilitates the given reaction. (1) Reactant: [SH:1][C:2]1[CH:3]=[C:4]([OH:8])[CH:5]=[CH:6][CH:7]=1.CI.[Cl:11][C:12]1[CH:13]=[C:14]([N+:19]([O-:21])=[O:20])[CH:15]=[CH:16][C:17]=1F.[C:22](=O)([O-])[O-].[K+].[K+]. Product: [Cl:11][C:12]1[CH:13]=[C:14]([N+:19]([O-:21])=[O:20])[CH:15]=[CH:16][C:17]=1[O:8][C:4]1[CH:5]=[CH:6][CH:7]=[C:2]([S:1][CH3:22])[CH:3]=1. The catalyst class is: 681. (2) Product: [CH2:3]([C:2]1[N:17]([S:14]([N:13]([CH3:22])[CH3:12])(=[O:16])=[O:15])[N:18]=[CH:19][CH:1]=1)[CH3:4]. Reactant: [CH2:1]([Li])[CH2:2][CH2:3][CH3:4].[CH3:1][CH2:2][CH2:3][CH2:4]CC.[CH3:12][N:13]([CH3:22])[S:14]([N:17]1C=C[CH:19]=[N:18]1)(=[O:16])=[O:15].ICC.C(=O)([O-])O.[Na+]. The catalyst class is: 7. (3) Reactant: [NH2:1][C:2]1[C:7]([C:8]([O:10][CH3:11])=[O:9])=[C:6]2[O:12][CH2:13][C:14]3[CH:15]=[N:16][S:17][C:18]=3[C:5]2=[CH:4][CH:3]=1.N1C=CC=CC=1.[Br:25][C:26]1[CH:31]=[C:30]([F:32])[CH:29]=[CH:28][C:27]=1[S:33](Cl)(=[O:35])=[O:34]. Product: [Br:25][C:26]1[CH:31]=[C:30]([F:32])[CH:29]=[CH:28][C:27]=1[S:33]([NH:1][C:2]1[C:7]([C:8]([O:10][CH3:11])=[O:9])=[C:6]2[O:12][CH2:13][C:14]3[CH:15]=[N:16][S:17][C:18]=3[C:5]2=[CH:4][CH:3]=1)(=[O:35])=[O:34]. The catalyst class is: 2. (4) Reactant: [CH3:1][C:2]1[CH:7]=[C:6]([C:8]2[CH:18]=[CH:17][C:11]([C:12]([O:14]CC)=[O:13])=[CH:10][CH:9]=2)[CH:5]=[CH:4][N:3]=1.[OH-].[Na+].O.Cl. Product: [CH3:1][C:2]1[CH:7]=[C:6]([C:8]2[CH:18]=[CH:17][C:11]([C:12]([OH:14])=[O:13])=[CH:10][CH:9]=2)[CH:5]=[CH:4][N:3]=1. The catalyst class is: 5.